Dataset: Reaction yield outcomes from USPTO patents with 853,638 reactions. Task: Predict the reaction yield, written as a fraction of the theoretical maximum amount of product (1.0 means a 100% yield; for example, 0.34 means a 34% yield). (1) The reactants are [F:1][C:2]1[C:7]([N+:8]([O-])=O)=[CH:6][C:5]([CH2:11][C:12]([O:14][CH2:15][CH3:16])=[O:13])=[C:4]([CH3:17])[CH:3]=1. The catalyst is CCO.[Pd]. The product is [NH2:8][C:7]1[C:2]([F:1])=[CH:3][C:4]([CH3:17])=[C:5]([CH2:11][C:12]([O:14][CH2:15][CH3:16])=[O:13])[CH:6]=1. The yield is 0.900. (2) The reactants are C([O:3][C:4]([C:6]1[N:7]=[CH:8][N:9]2[C:14]([CH:15]([F:17])[F:16])=[CH:13][C:12]([C:18]3[CH:23]=[CH:22][C:21]([C:24]([F:27])([F:26])[F:25])=[CH:20][CH:19]=3)=[N:11][C:10]=12)=[O:5])C.[OH-].[K+].S(=O)(=O)(O)O. The catalyst is O.CO. The product is [F:17][CH:15]([F:16])[C:14]1[N:9]2[CH:8]=[N:7][C:6]([C:4]([OH:5])=[O:3])=[C:10]2[N:11]=[C:12]([C:18]2[CH:19]=[CH:20][C:21]([C:24]([F:27])([F:26])[F:25])=[CH:22][CH:23]=2)[CH:13]=1. The yield is 0.390. (3) The reactants are [CH3:1][O:2][C:3]1[CH:33]=[CH:32][C:6]([CH2:7][N:8]2[C:16](=[O:17])[C:15]3[NH:14][C:13]([CH2:18][C:19]4[CH:24]=[CH:23][CH:22]=[C:21]([O:25][C:26]([F:29])([F:28])[F:27])[CH:20]=4)=[N:12][C:11]=3[N:10]([CH3:30])[C:9]2=[O:31])=[CH:5][CH:4]=1.Cl[CH2:35][C:36]1[CH:41]=[CH:40][C:39]([CH3:42])=[CH:38][N:37]=1.C(=O)([O-])[O-].[K+].[K+]. The catalyst is CN(C=O)C. The product is [CH3:1][O:2][C:3]1[CH:4]=[CH:5][C:6]([CH2:7][N:8]2[C:16](=[O:17])[C:15]3[N:14]([CH2:35][C:36]4[CH:41]=[CH:40][C:39]([CH3:42])=[CH:38][N:37]=4)[C:13]([CH2:18][C:19]4[CH:24]=[CH:23][CH:22]=[C:21]([O:25][C:26]([F:27])([F:29])[F:28])[CH:20]=4)=[N:12][C:11]=3[N:10]([CH3:30])[C:9]2=[O:31])=[CH:32][CH:33]=1. The yield is 0.888. (4) The reactants are C(C1C=C(NC2N=C(NC3C=CC=C(C(O)=O)C=3)C(F)=CN=2)C=CC=1)(O)=O.[CH3:28][O:29][C:30]1[CH:31]=[C:32]([NH:40][C:41]2[N:46]=[C:45]([NH:47][C:48]3[CH:53]=[CH:52][C:51]([C:54]([O:56]C)=[O:55])=[C:50]([O:58][CH3:59])[CH:49]=3)[C:44]([F:60])=[CH:43][N:42]=2)[CH:33]=[CH:34][C:35]=1[C:36]([O:38]C)=[O:37].[OH-].[Na+]. No catalyst specified. The product is [C:36]([C:35]1[CH:34]=[CH:33][C:32]([NH:40][C:41]2[N:46]=[C:45]([NH:47][C:48]3[CH:53]=[CH:52][C:51]([C:54]([OH:56])=[O:55])=[C:50]([O:58][CH3:59])[CH:49]=3)[C:44]([F:60])=[CH:43][N:42]=2)=[CH:31][C:30]=1[O:29][CH3:28])([OH:38])=[O:37]. The yield is 0.640. (5) The reactants are [C:1]([C:5]1[C:10]([N+:11]([O-])=O)=[CH:9][C:8]([OH:14])=[C:7]([Cl:15])[CH:6]=1)([CH3:4])([CH3:3])[CH3:2]. The catalyst is CO.[Ni]. The product is [C:1]([C:5]1[C:10]([NH2:11])=[CH:9][C:8]([OH:14])=[C:7]([Cl:15])[CH:6]=1)([CH3:4])([CH3:2])[CH3:3]. The yield is 0.780. (6) The reactants are C([O:8][N:9]1[C:15](=[O:16])[N:14]2[CH2:17][C@H:10]1[CH2:11][CH2:12][C@H:13]2[C:18]([NH:20][N:21]1[CH2:26][CH2:25][N:24]([C:27]([O:29][C:30]([CH3:33])([CH3:32])[CH3:31])=[O:28])[CH2:23][CH2:22]1)=[O:19])C1C=CC=CC=1.[H][H]. The catalyst is CO.[Pd]. The product is [OH:8][N:9]1[C:15](=[O:16])[N:14]2[CH2:17][C@H:10]1[CH2:11][CH2:12][C@H:13]2[C:18]([NH:20][N:21]1[CH2:26][CH2:25][N:24]([C:27]([O:29][C:30]([CH3:33])([CH3:32])[CH3:31])=[O:28])[CH2:23][CH2:22]1)=[O:19]. The yield is 0.990. (7) The reactants are C(NC1C=CC(C2C=C3C(CN([C@@H](C(C)C)C(O)=O)C3=O)=CC=2)=CC=1)(=O)C1C=CC=CC=1.[F:33][C:34]1[CH:66]=[CH:65][C:37]([C:38]([NH:40][C:41]2[CH:46]=[CH:45][C:44]([C:47]3[CH:55]=[C:54]4[C:50]([CH2:51][N:52]([C@@H:57]([CH:62]([CH3:64])[CH3:63])[C:58]([O:60]C)=[O:59])[C:53]4=[O:56])=[CH:49][CH:48]=3)=[CH:43][CH:42]=2)=[O:39])=[CH:36][C:35]=1[CH3:67]. No catalyst specified. The product is [F:33][C:34]1[CH:66]=[CH:65][C:37]([C:38]([NH:40][C:41]2[CH:46]=[CH:45][C:44]([C:47]3[CH:55]=[C:54]4[C:50]([CH2:51][N:52]([C@@H:57]([CH:62]([CH3:64])[CH3:63])[C:58]([OH:60])=[O:59])[C:53]4=[O:56])=[CH:49][CH:48]=3)=[CH:43][CH:42]=2)=[O:39])=[CH:36][C:35]=1[CH3:67]. The yield is 0.850.